This data is from Full USPTO retrosynthesis dataset with 1.9M reactions from patents (1976-2016). The task is: Predict the reactants needed to synthesize the given product. (1) Given the product [C:20]([CH:9]([NH:10][C:11]([C:13]1[CH:14]=[CH:15][C:16]([CH3:19])=[CH:17][CH:18]=1)=[O:12])[CH2:8][C:4]1[CH:5]=[CH:6][CH:7]=[C:2]([Br:1])[CH:3]=1)(=[O:22])[CH3:23], predict the reactants needed to synthesize it. The reactants are: [Br:1][C:2]1[CH:7]=[CH:6][CH:5]=[C:4]([CH2:8][CH:9]([C:20]([OH:22])=O)[NH:10][C:11]([C:13]2[CH:18]=[CH:17][C:16]([CH3:19])=[CH:15][CH:14]=2)=[O:12])[CH:3]=1.[C:23](OC(=O)C)(=O)C.O. (2) Given the product [CH3:1][S:2]([C:5]1[CH:10]=[CH:9][C:8]([C:11]2[C:12]3[N:13]([N:17]=[C:18]([NH:20][C:22]4[CH:23]=[CH:24][C:25]([O:26][CH2:27][CH2:28][N:29]5[CH2:30][CH2:31][CH2:32][CH2:33]5)=[CH:34][CH:35]=4)[N:19]=3)[CH:14]=[CH:15][CH:16]=2)=[CH:7][CH:6]=1)(=[O:3])=[O:4], predict the reactants needed to synthesize it. The reactants are: [CH3:1][S:2]([C:5]1[CH:10]=[CH:9][C:8]([C:11]2[C:12]3[N:13]([N:17]=[C:18]([NH2:20])[N:19]=3)[CH:14]=[CH:15][CH:16]=2)=[CH:7][CH:6]=1)(=[O:4])=[O:3].Br[C:22]1[CH:35]=[CH:34][C:25]([O:26][CH2:27][CH2:28][N:29]2[CH2:33][CH2:32][CH2:31][CH2:30]2)=[CH:24][CH:23]=1. (3) Given the product [C:8]([O:12][C:13]([N:15]1[CH2:20][CH2:19][C:18]([CH:21]([C:27]#[N:28])[C:22]([O:24][CH2:25][CH3:26])=[O:23])([CH:3]2[CH2:7][CH2:6][CH2:5][CH2:4]2)[CH2:17][CH2:16]1)=[O:14])([CH3:9])([CH3:10])[CH3:11], predict the reactants needed to synthesize it. The reactants are: Br[Mg][CH:3]1[CH2:7][CH2:6][CH2:5][CH2:4]1.[C:8]([O:12][C:13]([N:15]1[CH2:20][CH2:19][C:18](=[C:21]([C:27]#[N:28])[C:22]([O:24][CH2:25][CH3:26])=[O:23])[CH2:17][CH2:16]1)=[O:14])([CH3:11])([CH3:10])[CH3:9]. (4) Given the product [CH2:1]([C:5]1[N:6]([CH2:13][C:14]2[CH:19]=[CH:18][C:17]([C:20]3[CH:25]=[CH:24][CH:23]=[CH:22][C:21]=3[C:26]3[NH:30][N:29]=[N:28][N:27]=3)=[CH:16][CH:15]=2)[C:7]([CH2:11][O:12][C:39]([CH2:40][CH2:41][CH2:42][CH2:43][O:44][N+:45]([O-:47])=[O:46])=[O:38])=[C:8]([Cl:10])[N:9]=1)[CH2:2][CH2:3][CH3:4], predict the reactants needed to synthesize it. The reactants are: [CH2:1]([C:5]1[N:6]([CH2:13][C:14]2[CH:19]=[CH:18][C:17]([C:20]3[CH:25]=[CH:24][CH:23]=[CH:22][C:21]=3[C:26]3[NH:30][N:29]=[N:28][N:27]=3)=[CH:16][CH:15]=2)[C:7]([CH2:11][OH:12])=[C:8]([Cl:10])[N:9]=1)[CH2:2][CH2:3][CH3:4].FC1C([O:38][C:39](=O)[CH2:40][CH2:41][CH2:42][CH2:43][O:44][N+:45]([O-:47])=[O:46])=C(F)C(F)=C(F)C=1F. (5) Given the product [CH2:32]([O:31][C:29]([NH:8][CH:9]([C:13]1[CH:18]=[CH:17][C:16]([OH:19])=[CH:15][C:14]=1[F:20])[C:10]([OH:12])=[O:11])=[O:30])[CH2:35][CH2:38][CH3:39], predict the reactants needed to synthesize it. The reactants are: C([O-])([O-])=O.[Na+].[Na+].Cl.[NH2:8][CH:9]([C:13]1[CH:18]=[CH:17][C:16]([OH:19])=[CH:15][C:14]=1[F:20])[C:10]([OH:12])=[O:11].[C:32]([O:31][C:29](O[C:29]([O:31][C:32]([CH3:35])(C)C)=[O:30])=[O:30])(C)(C)[CH3:35].Cl.O1CCO[CH2:39][CH2:38]1. (6) The reactants are: [NH2:1][C:2]1[CH:7]=[C:6]([O:8][CH3:9])[CH:5]=[CH:4][C:3]=1[OH:10].[F:11][C:12]1[CH:19]=[CH:18][C:15]([CH:16]=O)=[CH:14][CH:13]=1.C(C1C(=O)C(Cl)=C(Cl)C(=O)C=1C#N)#N. Given the product [F:11][C:12]1[CH:19]=[CH:18][C:15]([C:16]2[O:10][C:3]3[CH:4]=[CH:5][C:6]([O:8][CH3:9])=[CH:7][C:2]=3[N:1]=2)=[CH:14][CH:13]=1, predict the reactants needed to synthesize it.